From a dataset of Full USPTO retrosynthesis dataset with 1.9M reactions from patents (1976-2016). Predict the reactants needed to synthesize the given product. (1) Given the product [C:6]([O:10][C:11]([N:13]1[CH2:17][C@H:16]([S:39][C:33]2[CH:34]=[CH:35][C:36]([F:38])=[CH:37][C:32]=2[F:31])[CH2:15][C@H:14]1[C:23](=[O:30])[NH:24][C:25]1([C:28]#[N:29])[CH2:27][CH2:26]1)=[O:12])([CH3:8])([CH3:9])[CH3:7], predict the reactants needed to synthesize it. The reactants are: S([O-])(=O)(=O)C.[C:6]([O:10][C:11]([N:13]1[CH2:17][C@@H:16](OS(C)(=O)=O)[CH2:15][C@H:14]1[C:23](=[O:30])[NH:24][C:25]1([C:28]#[N:29])[CH2:27][CH2:26]1)=[O:12])([CH3:9])([CH3:8])[CH3:7].[F:31][C:32]1[CH:37]=[C:36]([F:38])[CH:35]=[CH:34][C:33]=1[SH:39]. (2) Given the product [CH2:1]([O:8][C:9]1[CH:10]=[C:11]([C:15]([CH2:16][O:17][CH3:18])=[CH:39][C:40]([O:42][CH3:43])=[O:41])[CH:12]=[CH:13][CH:14]=1)[C:2]1[CH:7]=[CH:6][CH:5]=[CH:4][CH:3]=1, predict the reactants needed to synthesize it. The reactants are: [CH2:1]([O:8][C:9]1[CH:10]=[C:11]([C:15](=O)[CH2:16][O:17][CH3:18])[CH:12]=[CH:13][CH:14]=1)[C:2]1[CH:7]=[CH:6][CH:5]=[CH:4][CH:3]=1.C1(P(=[CH:39][C:40]([O:42][CH3:43])=[O:41])(C2C=CC=CC=2)C2C=CC=CC=2)C=CC=CC=1. (3) Given the product [C:13]([C:12](=[CH:20][C:19]1[CH:22]=[CH:23][C:24]([OH:25])=[C:17]([OH:16])[CH:18]=1)[C:11]([NH:10][CH2:9][CH2:8][CH2:7][NH:6][C:4](=[O:5])[C:3]([C:1]#[N:2])=[CH:20][C:19]1[CH:22]=[CH:23][C:24]([OH:25])=[C:17]([OH:16])[CH:18]=1)=[O:15])#[N:14], predict the reactants needed to synthesize it. The reactants are: [C:1]([CH2:3][C:4]([NH:6][CH2:7][CH2:8][CH2:9][NH:10][C:11](=[O:15])[CH2:12][C:13]#[N:14])=[O:5])#[N:2].[OH:16][C:17]1[CH:18]=[C:19]([CH:22]=[CH:23][C:24]=1[OH:25])[CH:20]=O. (4) The reactants are: Br[CH2:2][C:3]([C:5]1[CH:10]=[CH:9][C:8]2[O:11][CH2:12][O:13][C:7]=2[CH:6]=1)=O.Cl.[NH2:15][N:16]1[C:20]([C:21]2[CH:26]=[C:25]([O:27][CH3:28])[CH:24]=[C:23]([O:29][CH3:30])[CH:22]=2)=[N:19][N:18]=[C:17]1[SH:31].C(=O)([O-])[O-].[Na+].[Na+]. Given the product [CH3:30][O:29][C:23]1[CH:22]=[C:21]([C:20]2[N:16]3[C:17]([S:31][CH2:2][C:3]([C:5]4[CH:10]=[CH:9][C:8]5[O:11][CH2:12][O:13][C:7]=5[CH:6]=4)=[N:15]3)=[N:18][N:19]=2)[CH:26]=[C:25]([O:27][CH3:28])[CH:24]=1, predict the reactants needed to synthesize it. (5) The reactants are: [F:1][C:2]1[CH:7]=[CH:6][CH:5]=[C:4]([F:8])[C:3]=1[C:9]1[N:14]=[C:13]2[C:15]([I:18])=[CH:16][NH:17][C:12]2=[CH:11][CH:10]=1.[C:19]1([CH3:29])[CH:24]=[CH:23][C:22]([S:25](Cl)(=[O:27])=[O:26])=[CH:21][CH:20]=1.[OH-].[Na+]. Given the product [F:1][C:2]1[CH:7]=[CH:6][CH:5]=[C:4]([F:8])[C:3]=1[C:9]1[N:14]=[C:13]2[C:15]([I:18])=[CH:16][N:17]([S:25]([C:22]3[CH:23]=[CH:24][C:19]([CH3:29])=[CH:20][CH:21]=3)(=[O:27])=[O:26])[C:12]2=[CH:11][CH:10]=1, predict the reactants needed to synthesize it. (6) Given the product [Cl:43][C:39]1[CH:38]=[C:37]([N:30]([CH:31]([CH3:36])[C:32]([O:34][CH3:35])=[O:33])[CH2:29][C:28]([OH:44])=[O:27])[CH:42]=[CH:41][CH:40]=1, predict the reactants needed to synthesize it. The reactants are: C(=O)([O-])[O-].[K+].[K+].[I-].[K+].BrCC(OC(C)(C)C)=O.C([O-])(=O)CC.C([O:27][C:28](=[O:44])[CH2:29][N:30]([C:37]1[CH:42]=[CH:41][CH:40]=[C:39]([Cl:43])[CH:38]=1)[CH:31]([CH3:36])[C:32]([O:34][CH3:35])=[O:33])(C)(C)C. (7) Given the product [CH3:9][O:8][C:5]1[CH:6]=[CH:7][C:2]([NH:16][C:13]2[CH:14]=[CH:15][N:11]([CH3:10])[N:12]=2)=[N:3][CH:4]=1, predict the reactants needed to synthesize it. The reactants are: Br[C:2]1[CH:7]=[CH:6][C:5]([O:8][CH3:9])=[CH:4][N:3]=1.[CH3:10][N:11]1[CH:15]=[CH:14][C:13]([NH2:16])=[N:12]1. (8) Given the product [C:21]([O:20][C:18]([N:17]1[CH:13]([CH:14]=[CH2:15])[CH2:12][CH2:11][CH:10]1[C:9]([O:8][CH2:1][C:2]1[CH:7]=[CH:6][CH:5]=[CH:4][CH:3]=1)=[O:25])=[O:19])([CH3:24])([CH3:23])[CH3:22], predict the reactants needed to synthesize it. The reactants are: [CH2:1]([O:8][C:9](=[O:25])[CH:10]([NH:17][C:18]([O:20][C:21]([CH3:24])([CH3:23])[CH3:22])=[O:19])[CH2:11][CH2:12][CH:13](O)[CH:14]=[CH2:15])[C:2]1[CH:7]=[CH:6][CH:5]=[CH:4][CH:3]=1.CS(Cl)(=O)=O.C(NCC)C. (9) Given the product [Cl:27][C:21]1[CH:22]=[CH:23][CH:24]=[C:25]([Cl:26])[C:20]=1[C:19]([NH:18][C@H:17]([C:29]([O:31][CH3:32])=[O:30])[CH2:16][C:15]1[CH:33]=[CH:34][C:12]([C:11]#[C:10][CH2:9][NH:8][C:35]2[CH:40]=[CH:39][CH:38]=[CH:37][N:36]=2)=[CH:13][CH:14]=1)=[O:28], predict the reactants needed to synthesize it. The reactants are: C(OC([N:8]([C:35]1[CH:40]=[CH:39][CH:38]=[CH:37][N:36]=1)[CH2:9][C:10]#[C:11][C:12]1[CH:34]=[CH:33][C:15]([CH2:16][C@@H:17]([C:29]([O:31][CH3:32])=[O:30])[NH:18][C:19](=[O:28])[C:20]2[C:25]([Cl:26])=[CH:24][CH:23]=[CH:22][C:21]=2[Cl:27])=[CH:14][CH:13]=1)=O)(C)(C)C.C(O)(C(F)(F)F)=O.